Task: Predict the reactants needed to synthesize the given product.. Dataset: Full USPTO retrosynthesis dataset with 1.9M reactions from patents (1976-2016) The reactants are: [Cl:1][C:2]1[CH:3]=[C:4]([CH:27]=[CH:28][C:29]=1[Cl:30])[CH2:5][N:6]1[CH2:11][CH2:10][O:9][C@@H:8]([CH2:12][NH:13][C:14]([NH:16][CH2:17][CH2:18][CH2:19][C:20]([O:22]C(C)(C)C)=[O:21])=[O:15])[CH2:7]1. Given the product [ClH:1].[Cl:1][C:2]1[CH:3]=[C:4]([CH:27]=[CH:28][C:29]=1[Cl:30])[CH2:5][N:6]1[CH2:11][CH2:10][O:9][C@@H:8]([CH2:12][NH:13][C:14]([NH:16][CH2:17][CH2:18][CH2:19][C:20]([OH:22])=[O:21])=[O:15])[CH2:7]1, predict the reactants needed to synthesize it.